This data is from Full USPTO retrosynthesis dataset with 1.9M reactions from patents (1976-2016). The task is: Predict the reactants needed to synthesize the given product. Given the product [NH2:7][C:8]1[CH:30]=[CH:29][C:28]([F:31])=[CH:27][C:9]=1[O:10][C@@H:11]1[CH2:15][N:14]([C:16]([O:18][C:19]([CH3:21])([CH3:22])[CH3:20])=[O:17])[C@H:13]([CH2:23][OH:24])[CH2:12]1, predict the reactants needed to synthesize it. The reactants are: [H-].[Al+3].[Li+].[H-].[H-].[H-].[NH2:7][C:8]1[CH:30]=[CH:29][C:28]([F:31])=[CH:27][C:9]=1[O:10][C@@H:11]1[CH2:15][N:14]([C:16]([O:18][C:19]([CH3:22])([CH3:21])[CH3:20])=[O:17])[C@H:13]([C:23](OC)=[O:24])[CH2:12]1.